This data is from Reaction yield outcomes from USPTO patents with 853,638 reactions. The task is: Predict the reaction yield, written as a fraction of the theoretical maximum amount of product (1.0 means a 100% yield; for example, 0.34 means a 34% yield). The reactants are [C:1]1([C:7]2[CH:8]=[C:9]([CH:12]=[C:13]([C:16]([OH:18])=[O:17])[C:14]=2[OH:15])[CH:10]=[O:11])[CH:6]=[CH:5][CH:4]=[CH:3][CH:2]=1. The catalyst is O. The product is [C:1]1([C:7]2[CH:8]=[C:9]([CH:12]=[C:13]([C:16]([O:18][CH2:7][C:1]3[CH:6]=[CH:5][CH:4]=[CH:3][CH:2]=3)=[O:17])[C:14]=2[OH:15])[CH:10]=[O:11])[CH:2]=[CH:3][CH:4]=[CH:5][CH:6]=1. The yield is 0.788.